This data is from Reaction yield outcomes from USPTO patents with 853,638 reactions. The task is: Predict the reaction yield, written as a fraction of the theoretical maximum amount of product (1.0 means a 100% yield; for example, 0.34 means a 34% yield). (1) The reactants are [OH-].[Li+].[C:3]([NH:6][C:7]1[CH:15]=[C:14]2[C:10]([CH:11]=[C:12]([C:23]([O:25]C)=[O:24])[N:13]2C(OC(C)(C)C)=O)=[CH:9][CH:8]=1)(=[O:5])[CH3:4].CO.O. The catalyst is C1COCC1. The product is [C:3]([NH:6][C:7]1[CH:15]=[C:14]2[C:10]([CH:11]=[C:12]([C:23]([OH:25])=[O:24])[NH:13]2)=[CH:9][CH:8]=1)(=[O:5])[CH3:4]. The yield is 0.540. (2) The reactants are Cl.[I:2][C:3]1[C:11]2[C:6](=[N:7][CH:8]=[N:9][C:10]=2[NH2:12])[N:5]([CH:13]2[CH2:17][CH2:16][NH:15][CH2:14]2)[N:4]=1.Br[CH2:19][CH2:20][O:21][CH3:22].C(=O)([O-])[O-].[K+].[K+]. The catalyst is CN(C)C=O.[I-].[K+]. The product is [I:2][C:3]1[C:11]2[C:6](=[N:7][CH:8]=[N:9][C:10]=2[NH2:12])[N:5]([CH:13]2[CH2:17][CH2:16][N:15]([CH2:19][CH2:20][O:21][CH3:22])[CH2:14]2)[N:4]=1. The yield is 0.840. (3) The reactants are [Cl:1][C:2]1[C:3]([O:12][C:13]2[CH:18]=[C:17]([O:19][CH2:20][CH2:21][O:22][CH3:23])[CH:16]=[CH:15][C:14]=2[CH2:24][CH2:25][CH2:26][NH2:27])=[N:4][CH:5]=[C:6]([C:8]([F:11])([F:10])[F:9])[CH:7]=1.N1C=CC=CC=1.[Cl:34][C:35]1[CH:40]=[CH:39][CH:38]=[CH:37][C:36]=1[S:41](Cl)(=[O:43])=[O:42].Cl. The catalyst is C(OCC)(=O)C. The product is [Cl:34][C:35]1[CH:40]=[CH:39][CH:38]=[CH:37][C:36]=1[S:41]([NH:27][CH2:26][CH2:25][CH2:24][C:14]1[CH:15]=[CH:16][C:17]([O:19][CH2:20][CH2:21][O:22][CH3:23])=[CH:18][C:13]=1[O:12][C:3]1[C:2]([Cl:1])=[CH:7][C:6]([C:8]([F:9])([F:11])[F:10])=[CH:5][N:4]=1)(=[O:43])=[O:42]. The yield is 0.0300. (4) The reactants are [O:1]1[CH2:6][CH2:5][N:4]([C:7]2[S:8][N:9]=[C:10]3[CH:15]=[C:14](Br)[CH:13]=[N:12][C:11]=23)[CH2:3][CH2:2]1.[C:17]([O:20][C:21]1[CH:26]=[CH:25][C:24](B2OC(C)(C)C(C)(C)O2)=[CH:23][C:22]=1[O:36][CH3:37])(=[O:19])[CH3:18].C([O-])([O-])=O.[K+].[K+]. The catalyst is C1C=CC([P]([Pd]([P](C2C=CC=CC=2)(C2C=CC=CC=2)C2C=CC=CC=2)([P](C2C=CC=CC=2)(C2C=CC=CC=2)C2C=CC=CC=2)[P](C2C=CC=CC=2)(C2C=CC=CC=2)C2C=CC=CC=2)(C2C=CC=CC=2)C2C=CC=CC=2)=CC=1. The product is [C:17]([O:20][C:21]1[CH:26]=[CH:25][C:24]([C:14]2[CH:13]=[N:12][C:11]3=[C:7]([N:4]4[CH2:5][CH2:6][O:1][CH2:2][CH2:3]4)[S:8][N:9]=[C:10]3[CH:15]=2)=[CH:23][C:22]=1[O:36][CH3:37])(=[O:19])[CH3:18]. The yield is 0.580. (5) The reactants are [O-][CH2:2]C.[Na+].[NH2:5][C:6]1[CH:11]=[C:10]([O:12][CH2:13][C:14]2[CH:19]=[CH:18][CH:17]=[CH:16][CH:15]=2)[C:9]([O:20][CH3:21])=[CH:8][C:7]=1[C:22](=[O:24])[CH3:23].C(OCC)=O.Cl. The catalyst is COCCOC.O. The product is [CH2:13]([O:12][C:10]1[CH:11]=[C:6]2[C:7]([C:22]([OH:24])=[CH:23][CH:2]=[N:5]2)=[CH:8][C:9]=1[O:20][CH3:21])[C:14]1[CH:19]=[CH:18][CH:17]=[CH:16][CH:15]=1. The yield is 0.720. (6) The reactants are C([N:5]1C(=O)C(COS(C)(=O)=O)=CC(C2C=CC(C)=CC=2)=[N:6]1)C(C)C.C([O:27][C:28]([C:30](O)([CH2:36][C:37]([C:39]1[CH:44]=[CH:43][C:42]([C:45]([F:48])([F:47])[F:46])=[CH:41][CH:40]=1)=O)[C:31](OCC)=[O:32])=[O:29])C. No catalyst specified. The product is [C:28]([C:30]1[C:31](=[O:32])[NH:5][N:6]=[C:37]([C:39]2[CH:44]=[CH:43][C:42]([C:45]([F:48])([F:47])[F:46])=[CH:41][CH:40]=2)[CH:36]=1)([OH:27])=[O:29]. The yield is 0.914. (7) The reactants are [C:1]([OH:10])(=[O:9])/[CH:2]=[CH:3]\[CH:4]=[CH:5]/[C:6]([OH:8])=[O:7].[OH-].[Na+].C. The catalyst is O. The product is [C:1]([OH:10])(=[O:9])/[CH:2]=[CH:3]\[CH:4]=[CH:5]\[C:6]([OH:8])=[O:7]. The yield is 0.650.